Dataset: Forward reaction prediction with 1.9M reactions from USPTO patents (1976-2016). Task: Predict the product of the given reaction. Given the reactants [CH3:1][CH2:2][O:3][C:4]([CH3:6])=O.[CH3:7][CH2:8][CH2:9][CH2:10]CC, predict the reaction product. The product is: [O:3]1[C:4]2[CH:6]=[CH:7][CH:8]=[CH:9][C:10]=2[CH:1]=[CH:2]1.